Dataset: Full USPTO retrosynthesis dataset with 1.9M reactions from patents (1976-2016). Task: Predict the reactants needed to synthesize the given product. (1) Given the product [CH3:33][NH:35][C:16]([C:13]1[CH:14]=[C:15]2[C:10](=[CH:11][C:12]=1[O:19][CH3:20])[N:9]=[CH:8][CH:7]=[C:6]2[O:5][C:4]1[CH:21]=[CH:22][C:23]([NH:24][C:25]([NH:27][CH3:28])=[O:26])=[C:2]([Cl:1])[CH:3]=1)=[O:18], predict the reactants needed to synthesize it. The reactants are: [Cl:1][C:2]1[CH:3]=[C:4]([CH:21]=[CH:22][C:23]=1[NH:24][C:25]([NH:27][CH3:28])=[O:26])[O:5][C:6]1[C:15]2[C:10](=[CH:11][C:12]([O:19][CH3:20])=[C:13]([C:16]([OH:18])=O)[CH:14]=2)[N:9]=[CH:8][CH:7]=1.CN.CO.[CH2:33]([N:35](CC)CC)C.F[P-](F)(F)(F)(F)F.CN([PH+](N(C)C)N(C)C)C. (2) Given the product [Si:30]([O:9][CH2:8][CH2:7][N:6]1[C:2]([NH2:1])=[C:3]([CH2:12][C:13]2[CH:14]=[C:15]([Cl:20])[CH:16]=[C:17]([Cl:19])[CH:18]=2)[C:4]([CH2:10][CH3:11])=[N:5]1)([C:26]([CH3:29])([CH3:28])[CH3:27])([CH3:33])[CH3:32], predict the reactants needed to synthesize it. The reactants are: [NH2:1][C:2]1[N:6]([CH2:7][CH2:8][OH:9])[N:5]=[C:4]([CH2:10][CH3:11])[C:3]=1[CH2:12][C:13]1[CH:18]=[C:17]([Cl:19])[CH:16]=[C:15]([Cl:20])[CH:14]=1.N1C=CN=C1.[C:26]([Si:30]([CH3:33])([CH3:32])Cl)([CH3:29])([CH3:28])[CH3:27]. (3) The reactants are: [ClH:1].C(OCC)(=O)C.CC(OC([N:15]1[CH2:20][CH2:19][CH:18]([C:21]([NH:23][C:24]2[CH:29]=[CH:28][CH:27]=[C:26]([C:30]3[C:39]4[C:34](=[CH:35][C:36]([O:45][CH3:46])=[C:37]5[O:42][C:41]([CH3:44])([CH3:43])[CH2:40][C:38]5=4)[CH2:33][C:32]([CH3:48])([CH3:47])[N:31]=3)[CH:25]=2)=[O:22])[CH2:17][CH2:16]1)=O)(C)C.C(O)C. Given the product [ClH:1].[ClH:1].[CH3:46][O:45][C:36]1[CH:35]=[C:34]2[C:39](=[C:38]3[CH2:40][C:41]([CH3:44])([CH3:43])[O:42][C:37]=13)[C:30]([C:26]1[CH:25]=[C:24]([NH:23][C:21]([CH:18]3[CH2:17][CH2:16][NH:15][CH2:20][CH2:19]3)=[O:22])[CH:29]=[CH:28][CH:27]=1)=[N:31][C:32]([CH3:48])([CH3:47])[CH2:33]2, predict the reactants needed to synthesize it. (4) Given the product [NH2:18][C:17]1[CH:19]=[CH:20][C:14]([C:8]([C:9]([F:12])([F:11])[F:10])([OH:26])[C:7]([O:6][C:5]2[CH:24]=[CH:25][C:2]([Cl:1])=[CH:3][CH:4]=2)([F:23])[F:22])=[CH:15][C:16]=1[CH3:21], predict the reactants needed to synthesize it. The reactants are: [Cl:1][C:2]1[CH:25]=[CH:24][C:5]([O:6][C:7]([F:23])([F:22])[C:8]([C:14]2[CH:20]=[CH:19][C:17]([NH2:18])=[C:16]([CH3:21])[CH:15]=2)(F)[C:9]([F:12])([F:11])[F:10])=[CH:4][CH:3]=1.[OH-:26].[K+].